Dataset: Catalyst prediction with 721,799 reactions and 888 catalyst types from USPTO. Task: Predict which catalyst facilitates the given reaction. (1) Reactant: [N:1]1[CH:6]=[CH:5][CH:4]=[CH:3][C:2]=1[CH2:7][N:8]1[C:16]2[C:11](=[CH:12][C:13]([NH:17][C:18]3[C:27]4[C:26]([OH:28])=[CH:25][CH:24]=[CH:23][C:22]=4[N:21]=[CH:20][N:19]=3)=[CH:14][CH:15]=2)[CH:10]=[N:9]1.[C:29]([O:34][CH3:35])(=[O:33])[C@H:30]([CH3:32])O.C1(P(C2C=CC=CC=2)C2C=CC=CC=2)C=CC=CC=1. Product: [N:1]1[CH:6]=[CH:5][CH:4]=[CH:3][C:2]=1[CH2:7][N:8]1[C:16]2[C:11](=[CH:12][C:13]([NH:17][C:18]3[C:27]4[C:22](=[CH:23][CH:24]=[CH:25][C:26]=4[O:28][C@H:30]([CH3:32])[C:29]([O:34][CH3:35])=[O:33])[N:21]=[CH:20][N:19]=3)=[CH:14][CH:15]=2)[CH:10]=[N:9]1. The catalyst class is: 2. (2) Reactant: O=[C:2]([C:10]1[CH:11]=[N:12][CH:13]=[CH:14][CH:15]=1)[CH2:3][N:4]1[CH2:8][CH2:7][CH2:6][C:5]1=[O:9].Cl.[NH2:17][OH:18].S([O-])([O-])(=O)=O.[Na+].[Na+]. Product: [OH:18][N:17]=[C:2]([C:10]1[CH:11]=[N:12][CH:13]=[CH:14][CH:15]=1)[CH2:3][N:4]1[CH2:8][CH2:7][CH2:6][C:5]1=[O:9]. The catalyst class is: 24. (3) Reactant: C([C:4]1[CH:9]=[CH:8][CH:7]=[CH:6][C:5]=1[S:10]([NH2:13])(=[O:12])=[O:11])(C)C.[H-].[Na+].[Cl:16][C:17]1[CH:22]=[C:21](Cl)[N:20]=[CH:19][N:18]=1.[C:24](O)(=O)[CH2:25][C:26](CC(O)=O)(C(O)=O)O. Product: [Cl:16][C:17]1[N:18]=[CH:19][N:20]=[C:21]([NH:13][S:10]([C:5]2[CH:4]=[CH:9][C:8]([CH:25]([CH3:26])[CH3:24])=[CH:7][CH:6]=2)(=[O:11])=[O:12])[CH:22]=1. The catalyst class is: 58. (4) Reactant: [Cl:1][C:2]1[N:3]=[C:4](Cl)[C:5]2[S:10][CH:9]=[C:8]([CH3:11])[C:6]=2[N:7]=1.[CH2:13]([NH:16][CH2:17][CH:18]=[CH2:19])[CH:14]=[CH2:15]. Product: [CH2:13]([N:16]([CH2:17][CH:18]=[CH2:19])[C:4]1[C:5]2[S:10][CH:9]=[C:8]([CH3:11])[C:6]=2[N:7]=[C:2]([Cl:1])[N:3]=1)[CH:14]=[CH2:15]. The catalyst class is: 3. (5) Reactant: CS([C:4]1[N:9]=[C:8]([N:10]2[CH2:15][CH2:14][O:13][C:12]3[CH:16]=[N:17][C:18]([C:20]4[CH:25]=[CH:24][CH:23]=[CH:22][CH:21]=4)=[N:19][C:11]2=3)[CH:7]=[CH:6][N:5]=1)=O.[NH2:26][CH:27]1[CH2:32][CH2:31][N:30]([C:33]([O:35][C:36]([CH3:39])([CH3:38])[CH3:37])=[O:34])[CH2:29][CH2:28]1.O. Product: [C:36]([O:35][C:33]([N:30]1[CH2:31][CH2:32][CH:27]([NH:26][C:4]2[N:9]=[C:8]([N:10]3[CH2:15][CH2:14][O:13][C:12]4[CH:16]=[N:17][C:18]([C:20]5[CH:25]=[CH:24][CH:23]=[CH:22][CH:21]=5)=[N:19][C:11]3=4)[CH:7]=[CH:6][N:5]=2)[CH2:28][CH2:29]1)=[O:34])([CH3:39])([CH3:37])[CH3:38]. The catalyst class is: 60. (6) Reactant: Cl[C:2]1[CH:11]=[CH:10][C:9]([N+:12]([O-:14])=[O:13])=[CH:8][C:3]=1[C:4]([O:6][CH3:7])=[O:5].[C:15]1([OH:21])[CH:20]=[CH:19][CH:18]=[CH:17][CH:16]=1.C(=O)([O-])[O-].[K+].[K+]. Product: [N+:12]([C:9]1[CH:10]=[CH:11][C:2]([O:21][C:15]2[CH:20]=[CH:19][CH:18]=[CH:17][CH:16]=2)=[C:3]([CH:8]=1)[C:4]([O:6][CH3:7])=[O:5])([O-:14])=[O:13]. The catalyst class is: 3.